This data is from Full USPTO retrosynthesis dataset with 1.9M reactions from patents (1976-2016). The task is: Predict the reactants needed to synthesize the given product. (1) Given the product [C:5]([C:4]1[CH:3]=[C:2]([Cl:1])[C:10]([C:11]([O:13][CH3:14])=[O:12])=[C:9]([Cl:15])[CH:8]=1)(=[O:6])[NH2:18], predict the reactants needed to synthesize it. The reactants are: [Cl:1][C:2]1[CH:3]=[C:4]([CH:8]=[C:9]([Cl:15])[C:10]=1[C:11]([O:13][CH3:14])=[O:12])[C:5](O)=[O:6].C([N:18](CC)CC)C.ClC(OCC)=O. (2) Given the product [Cl:1][C:2]1[CH:17]=[CH:16][CH:15]=[CH:14][C:3]=1[CH2:4][N:5]1[C:9](=[O:10])[CH2:8][CH2:7][C@@H:6]1[C:11]([NH:32][CH:24]([CH2:25][C:26]1[CH:27]=[CH:28][CH:29]=[CH:30][CH:31]=1)[CH:23]([OH:33])[C:22]([O:21][CH2:19][CH3:20])=[O:34])=[O:13], predict the reactants needed to synthesize it. The reactants are: [Cl:1][C:2]1[CH:17]=[CH:16][CH:15]=[CH:14][C:3]=1[CH2:4][N:5]1[C:9](=[O:10])[CH2:8][CH2:7][C@@H:6]1[C:11]([OH:13])=O.[Cl-].[CH2:19]([O:21][C:22](=[O:34])[CH:23]([OH:33])[CH:24]([NH3+:32])[CH2:25][C:26]1[CH:31]=[CH:30][CH:29]=[CH:28][CH:27]=1)[CH3:20]. (3) Given the product [C:14]12[C:15](=[CH:17][CH:18]=[CH:19][CH:20]=1)[NH:16][C:2](=[O:4])[O:22][C:13]2=[O:21], predict the reactants needed to synthesize it. The reactants are: Cl[C:2](Cl)([O:4]C(=O)OC(Cl)(Cl)Cl)Cl.[C:13]([OH:22])(=[O:21])[C:14]1[C:15](=[CH:17][CH:18]=[CH:19][CH:20]=1)[NH2:16]. (4) Given the product [Cl:1][C:2]1[CH:7]=[CH:6][CH:5]=[CH:4][C:3]=1[C:8]1[C:9]2[CH:19]=[CH:18][C:17](=[O:20])[N:16]([CH:21]([CH2:24][CH3:25])[CH2:22][CH3:23])[C:10]=2[N:11]=[C:12]([NH:26][C@H:27]([CH3:30])[CH2:28][OH:29])[N:13]=1, predict the reactants needed to synthesize it. The reactants are: [Cl:1][C:2]1[CH:7]=[CH:6][CH:5]=[CH:4][C:3]=1[C:8]1[C:9]2[CH:19]=[CH:18][C:17](=[O:20])[N:16]([CH:21]([CH2:24][CH3:25])[CH2:22][CH3:23])[C:10]=2[N:11]=[C:12](SC)[N:13]=1.[NH2:26][C@H:27]([CH3:30])[CH2:28][OH:29]. (5) Given the product [CH3:32][C:20]1[C:19]([CH2:18][O:17][C:14]2[CH:15]=[CH:16][C:11]([C:4]3[C:5]([CH3:10])=[C:6]([C:7]([NH2:34])=[O:8])[N:2]([CH3:1])[N:3]=3)=[CH:12][C:13]=2[CH3:33])=[C:24]([N:25]2[C:29](=[O:30])[N:28]([CH3:31])[N:27]=[N:26]2)[CH:23]=[CH:22][CH:21]=1, predict the reactants needed to synthesize it. The reactants are: [CH3:1][N:2]1[C:6]([C:7](Cl)=[O:8])=[C:5]([CH3:10])[C:4]([C:11]2[CH:16]=[CH:15][C:14]([O:17][CH2:18][C:19]3[C:24]([N:25]4[C:29](=[O:30])[N:28]([CH3:31])[N:27]=[N:26]4)=[CH:23][CH:22]=[CH:21][C:20]=3[CH3:32])=[C:13]([CH3:33])[CH:12]=2)=[N:3]1.[NH3:34].